From a dataset of Catalyst prediction with 721,799 reactions and 888 catalyst types from USPTO. Predict which catalyst facilitates the given reaction. (1) Reactant: [CH3:1][O:2][C:3]1[CH:4]=[C:5]2[C:15](=[CH:16][CH:17]=1)[C:9]1([CH2:14][CH2:13][NH:12][CH2:11][CH2:10]1)[NH:8][CH2:7][CH2:6]2.[F:18][C:19]([F:32])([F:31])[C:20]1[CH:30]=[CH:29][CH:28]=[CH:27][C:21]=1[CH:22]=[CH:23][C:24](O)=[O:25].CCN(C(C)C)C(C)C.C1C=CC2N(O)N=NC=2C=1.CCN=C=NCCCN(C)C.Cl. Product: [CH3:1][O:2][C:3]1[CH:4]=[C:5]2[C:15](=[CH:16][CH:17]=1)[C:9]1([CH2:10][CH2:11][N:12]([C:24](=[O:25])/[CH:23]=[CH:22]/[C:21]3[CH:27]=[CH:28][CH:29]=[CH:30][C:20]=3[C:19]([F:31])([F:32])[F:18])[CH2:13][CH2:14]1)[NH:8][CH2:7][CH2:6]2. The catalyst class is: 91. (2) Reactant: [F:1][C:2]([F:35])([F:34])[C:3]1[CH:29]=[C:28]([C:30]([F:33])([F:32])[F:31])[CH:27]=[CH:26][C:4]=1[CH2:5][N:6]1[CH2:11][CH2:10][CH:9](/[CH:12]=[C:13]2/[C:14]([NH:19][CH2:20][CH2:21][O:22][CH2:23][CH2:24][OH:25])=[N:15][C:16](=[O:18])[S:17]/2)[CH2:8][CH2:7]1.[ClH:36].C(OCC)(=O)C. Product: [ClH:36].[F:35][C:2]([F:1])([F:34])[C:3]1[CH:29]=[C:28]([C:30]([F:32])([F:33])[F:31])[CH:27]=[CH:26][C:4]=1[CH2:5][N:6]1[CH2:7][CH2:8][CH:9](/[CH:12]=[C:13]2/[C:14]([NH:19][CH2:20][CH2:21][O:22][CH2:23][CH2:24][OH:25])=[N:15][C:16](=[O:18])[S:17]/2)[CH2:10][CH2:11]1. The catalyst class is: 310. (3) Reactant: [Cl:1][C:2]1[CH:3]=[C:4]([C:9](=[O:15])[CH2:10][CH2:11][C:12]([OH:14])=[O:13])[CH:5]=[CH:6][C:7]=1[Cl:8].[O:16]=[C:17]1[O:23][C@H:22]([C@H:24]([CH2:26]O)[OH:25])[C:20]([OH:21])=[C:18]1[OH:19]. Product: [Cl:1][C:2]1[CH:3]=[C:4]([C:9](=[O:15])[CH2:10][CH2:11][C:12]([O:14][CH2:26][C@@H:24]([C@@H:22]2[C:20]([OH:21])=[C:18]([OH:19])[C:17](=[O:16])[O:23]2)[OH:25])=[O:13])[CH:5]=[CH:6][C:7]=1[Cl:8]. The catalyst class is: 65. (4) Reactant: [F:1][C:2]([F:18])([F:17])[C:3]1[CH:4]=[C:5]([S:13](Cl)(=[O:15])=[O:14])[CH:6]=[C:7]([C:9]([F:12])([F:11])[F:10])[CH:8]=1.C([N:21](CC)CC)C.[NH2:26][C@@H:27]1[CH2:31][CH2:30][N:29]([C:32](OC(C)(C)C)=O)[CH2:28]1.CCN(C(C)C)C(C)C.BrC#N. Product: [C:32]([N:29]1[CH2:30][CH2:31][C@@H:27]([NH:26][S:13]([C:5]2[CH:4]=[C:3]([C:2]([F:18])([F:17])[F:1])[CH:8]=[C:7]([C:9]([F:12])([F:11])[F:10])[CH:6]=2)(=[O:15])=[O:14])[CH2:28]1)#[N:21]. The catalyst class is: 34. (5) Reactant: [S:1]1[CH:5]=[CH:4][CH:3]=[C:2]1[C:6](Cl)=[O:7].[CH3:9][O:10][C:11]1[CH:12]=[C:13]([CH:15]=[CH:16][CH:17]=1)[NH2:14].CCN(C(C)C)C(C)C. Product: [CH3:9][O:10][C:11]1[CH:12]=[C:13]([NH:14][C:6]([C:2]2[S:1][CH:5]=[CH:4][CH:3]=2)=[O:7])[CH:15]=[CH:16][CH:17]=1. The catalyst class is: 2. (6) Reactant: Br[C:2]1[C:7](=[O:8])[N:6]([CH2:9][C:10]2[CH:15]=[CH:14][C:13]([O:16][CH3:17])=[CH:12][CH:11]=2)[N:5]=[C:4]([CH2:18][N:19]2[C:24](=[O:25])[C:23]([O:26][C:27]3[CH:28]=[C:29]([CH:32]=[C:33]([Cl:35])[CH:34]=3)[C:30]#[N:31])=[C:22]([C:36]([F:39])([F:38])[F:37])[N:21]=[CH:20]2)[CH:3]=1.[C:40]1(B(O)O)[CH:45]=[CH:44][CH:43]=[CH:42][CH:41]=1.[O-]P([O-])([O-])=O.[K+].[K+].[K+]. Product: [Cl:35][C:33]1[CH:32]=[C:29]([CH:28]=[C:27]([O:26][C:23]2[C:24](=[O:25])[N:19]([CH2:18][C:4]3[CH:3]=[C:2]([C:40]4[CH:45]=[CH:44][CH:43]=[CH:42][CH:41]=4)[C:7](=[O:8])[N:6]([CH2:9][C:10]4[CH:15]=[CH:14][C:13]([O:16][CH3:17])=[CH:12][CH:11]=4)[N:5]=3)[CH:20]=[N:21][C:22]=2[C:36]([F:39])([F:38])[F:37])[CH:34]=1)[C:30]#[N:31]. The catalyst class is: 587. (7) Reactant: [C:1]([C:3]1[CH:4]=[C:5]2[C:10](=[CH:11][CH:12]=1)[NH:9][CH2:8][C@@H:7]([NH:13][S:14]([C:17]1[CH:22]=[CH:21][CH:20]=[CH:19][CH:18]=1)(=[O:16])=[O:15])[CH2:6]2)#[N:2].[S:23]1[C:27]([CH:28]=O)=[CH:26][N:25]=[CH:24]1.C(O)(C(F)(F)F)=O.[SiH](CC)(CC)CC. Product: [C:1]([C:3]1[CH:4]=[C:5]2[C:10](=[CH:11][CH:12]=1)[N:9]([CH2:28][C:27]1[S:23][CH:24]=[N:25][CH:26]=1)[CH2:8][C@@H:7]([NH:13][S:14]([C:17]1[CH:22]=[CH:21][CH:20]=[CH:19][CH:18]=1)(=[O:16])=[O:15])[CH2:6]2)#[N:2]. The catalyst class is: 2.